This data is from Catalyst prediction with 721,799 reactions and 888 catalyst types from USPTO. The task is: Predict which catalyst facilitates the given reaction. (1) Reactant: Cl.[CH2:2]([NH2:7])[CH:3]([NH2:6])[CH2:4][CH3:5].C(N(C(C)C)CC)(C)C.O=[C:18]([C:24](OCC)=[O:25])[C:19]([O:21][CH2:22][CH3:23])=[O:20]. Product: [CH2:4]([C:3]1[N:6]=[C:24]([OH:25])[C:18]([C:19]([O:21][CH2:22][CH3:23])=[O:20])=[N:7][CH:2]=1)[CH3:5]. The catalyst class is: 8. (2) Reactant: [CH3:1][O:2][C:3](=[O:15])[CH:4]=[CH:5][C:6]1[CH:11]=[CH:10][C:9]([NH2:12])=[C:8]([C:13]#[N:14])[CH:7]=1. Product: [CH3:1][O:2][C:3](=[O:15])[CH2:4][CH2:5][C:6]1[CH:11]=[CH:10][C:9]([NH2:12])=[C:8]([C:13]#[N:14])[CH:7]=1. The catalyst class is: 304. (3) Reactant: [OH:1][C:2]1[CH:10]=[CH:9][CH:8]=[C:7]2[C:3]=1[C:4](=[O:25])[N:5]([CH2:12][CH:13]([C:19]1([CH3:24])OCC[O:20]1)[C:14]([O:16][CH2:17][CH3:18])=[O:15])[C:6]2=[O:11].N1C=CC=CC=1.[C:32](Cl)(=[O:34])[CH3:33]. Product: [C:32]([O:1][C:2]1[CH:10]=[CH:9][CH:8]=[C:7]2[C:3]=1[C:4](=[O:25])[N:5]([CH2:12][CH:13]([C:19](=[O:20])[CH3:24])[C:14]([O:16][CH2:17][CH3:18])=[O:15])[C:6]2=[O:11])(=[O:34])[CH3:33]. The catalyst class is: 4. (4) Reactant: [C:1]([O:5][C:6](=[O:34])[NH:7][C@H:8]([C:10](=[O:33])[NH:11][C@@H:12]([CH2:25][C:26]1[CH:31]=[CH:30][CH:29]=[C:28]([OH:32])[CH:27]=1)[C@@H:13]([OH:24])[CH2:14][C@H:15]([C:17](=[O:23])[NH:18][CH2:19][CH2:20][CH2:21][CH3:22])[CH3:16])[CH3:9])([CH3:4])([CH3:3])[CH3:2].[C:35]([O:39][C:40](=[O:46])[CH2:41][CH2:42][CH2:43]CBr)([CH3:38])([CH3:37])[CH3:36].O.[I-].[K+]. Product: [C:35]([O:39][C:40](=[O:46])[CH2:41][CH2:42][CH2:43][O:32][C:28]1[CH:29]=[CH:30][CH:31]=[C:26]([CH2:25][C@H:12]([NH:11][C:10](=[O:33])[C@@H:8]([NH:7][C:6]([O:5][C:1]([CH3:4])([CH3:3])[CH3:2])=[O:34])[CH3:9])[C@@H:13]([OH:24])[CH2:14][C@H:15]([C:17](=[O:23])[NH:18][CH2:19][CH2:20][CH2:21][CH3:22])[CH3:16])[CH:27]=1)([CH3:38])([CH3:37])[CH3:36]. The catalyst class is: 692. (5) Product: [CH2:31]([C:2]1[N:3]=[C:4]2[C:23]([CH:24]([CH2:27][CH3:28])[CH2:25][CH3:26])=[CH:22][N:21]([CH3:29])[C:5]2=[N:6][C:7]=1[C:8]1[CH:13]=[CH:12][C:11]([O:14][C:15]([F:18])([F:17])[F:16])=[CH:10][C:9]=1[O:19][CH3:20])[CH3:32]. Reactant: Br[C:2]1[N:3]=[C:4]2[C:23]([CH:24]([CH2:27][CH3:28])[CH2:25][CH3:26])=[CH:22][N:21]([CH3:29])[C:5]2=[N:6][C:7]=1[C:8]1[CH:13]=[CH:12][C:11]([O:14][C:15]([F:18])([F:17])[F:16])=[CH:10][C:9]=1[O:19][CH3:20].B(CC)(CC)[CH2:31][CH3:32].C([O-])([O-])=O.[Na+].[Na+]. The catalyst class is: 109. (6) Reactant: [S:1]1[CH2:6][CH2:5][C:4](=[O:7])[CH2:3][CH2:2]1.[Li+].CC([N-]C(C)C)C.C1C=CC(N([S:23]([C:26]([F:29])([F:28])[F:27])(=[O:25])=[O:24])[S:23]([C:26]([F:29])([F:28])[F:27])(=[O:25])=[O:24])=CC=1.CCOC(C)=O. Product: [S:1]1[CH2:6][CH:5]=[C:4]([O:7][S:23]([C:26]([F:29])([F:28])[F:27])(=[O:25])=[O:24])[CH2:3][CH2:2]1. The catalyst class is: 1. (7) Reactant: [CH3:1][C:2]([CH3:10])([CH3:9])[CH:3](O)[CH2:4][N+:5]([O-:7])=[O:6].C(N(CC)CC)C.CS(Cl)(=O)=O. Product: [CH3:1][C:2]([CH3:10])([CH3:9])[CH:3]=[CH:4][N+:5]([O-:7])=[O:6]. The catalyst class is: 4. (8) Reactant: [CH3:1][C:2]1[C:10]([C:11]2[CH:12]=[C:13]([NH:20][C:21]3[CH:26]=[CH:25][CH:24]=[C:23]([N:27]4[CH2:31][CH2:30][CH2:29][C@@H:28]4[CH3:32])[N:22]=3)[C:14]3[N:15]([CH:17]=[CH:18][N:19]=3)[N:16]=2)=[CH:9][CH:8]=[CH:7][C:3]=1[C:4]([O-:6])=[O:5].[OH-].[Na+]. Product: [CH3:1][C:2]1[C:10]([C:11]2[CH:12]=[C:13]([NH:20][C:21]3[CH:26]=[CH:25][CH:24]=[C:23]([N:27]4[CH2:31][CH2:30][CH2:29][C@@H:28]4[CH3:32])[N:22]=3)[C:14]3[N:15]([CH:17]=[CH:18][N:19]=3)[N:16]=2)=[CH:9][CH:8]=[CH:7][C:3]=1[C:4]([OH:6])=[O:5]. The catalyst class is: 38. (9) Reactant: C(O[C:4](=[N:6][C:7](=O)[C:8]1[CH:13]=[CH:12][C:11]([CH3:14])=[CH:10][CH:9]=1)[CH3:5])C.Cl.[NH:17]([C:19]1[CH:24]=[CH:23][C:22]([S:25]([NH2:28])(=[O:27])=[O:26])=[CH:21][CH:20]=1)[NH2:18].C(N(CC)CC)C.O. Product: [CH3:5][C:4]1[N:6]=[C:7]([C:8]2[CH:9]=[CH:10][C:11]([CH3:14])=[CH:12][CH:13]=2)[N:17]([C:19]2[CH:24]=[CH:23][C:22]([S:25]([NH2:28])(=[O:26])=[O:27])=[CH:21][CH:20]=2)[N:18]=1. The catalyst class is: 98. (10) Reactant: [Cl:1][C:2]1[N:7]=[C:6](Cl)[C:5]([CH2:9][CH3:10])=[CH:4][N:3]=1.[CH3:11][NH:12][CH3:13]. Product: [Cl:1][C:2]1[N:7]=[C:6]([N:12]([CH3:13])[CH3:11])[C:5]([CH2:9][CH3:10])=[CH:4][N:3]=1. The catalyst class is: 1.